From a dataset of Forward reaction prediction with 1.9M reactions from USPTO patents (1976-2016). Predict the product of the given reaction. (1) Given the reactants FC(F)(F)C(O)=O.[CH2:8]([O:15][C:16]1[CH:17]=[C:18]2[C:22](=[CH:23][CH:24]=1)[NH:21][CH:20]=[C:19]2[C:25]1[CH2:26][CH2:27][N:28]([CH3:31])[CH2:29][CH:30]=1)[C:9]1[CH:14]=[CH:13][CH:12]=[CH:11][CH:10]=1.C([SiH](CC)CC)C, predict the reaction product. The product is: [CH2:8]([O:15][C:16]1[CH:17]=[C:18]2[C:22](=[CH:23][CH:24]=1)[NH:21][CH:20]=[C:19]2[CH:25]1[CH2:26][CH2:27][N:28]([CH3:31])[CH2:29][CH2:30]1)[C:9]1[CH:14]=[CH:13][CH:12]=[CH:11][CH:10]=1. (2) Given the reactants Br[C:2]1[S:3][CH:4]=[CH:5][N:6]=1.CCN(C(C)C)C(C)C.[C:16]1([C:22]2[N:26]3[C:27]4[C:32]([CH:33]=[CH:34][C:25]3=[N:24][N:23]=2)=[CH:31][C:30]([SH:35])=[CH:29][CH:28]=4)[CH:21]=[CH:20][CH:19]=[CH:18][CH:17]=1.C1(P(C2C=CC=CC=2)C2C3OC4C(=CC=CC=4P(C4C=CC=CC=4)C4C=CC=CC=4)C(C)(C)C=3C=CC=2)C=CC=CC=1, predict the reaction product. The product is: [C:16]1([C:22]2[N:26]3[C:27]4[C:32]([CH:33]=[CH:34][C:25]3=[N:24][N:23]=2)=[CH:31][C:30]([S:35][C:2]2[S:3][CH:4]=[CH:5][N:6]=2)=[CH:29][CH:28]=4)[CH:17]=[CH:18][CH:19]=[CH:20][CH:21]=1. (3) Given the reactants [OH:1][C:2]([CH3:29])([C:6]([NH:8][C@@H:9]1[C:15](=[O:16])[N:14]([CH2:17][CH2:18][O:19][CH3:20])[C:13]2[CH:21]=[CH:22][CH:23]=[CH:24][C:12]=2[C:11]2[CH:25]=[CH:26][CH:27]=[CH:28][C:10]1=2)=[O:7])[C:3]([OH:5])=O.[F:30][C:31]([F:38])([C:34]([F:37])([F:36])[F:35])[CH2:32][NH2:33], predict the reaction product. The product is: [OH:1][C:2]([CH3:29])([C:3]([NH:33][CH2:32][C:31]([F:38])([F:30])[C:34]([F:37])([F:36])[F:35])=[O:5])[C:6]([NH:8][C@@H:9]1[C:15](=[O:16])[N:14]([CH2:17][CH2:18][O:19][CH3:20])[C:13]2[CH:21]=[CH:22][CH:23]=[CH:24][C:12]=2[C:11]2[CH:25]=[CH:26][CH:27]=[CH:28][C:10]1=2)=[O:7]. (4) Given the reactants Cl[C:2]1[C:7]([CH3:8])=[C:6]([Cl:9])[N:5]=[CH:4][C:3]=1[C:10]([N:12]1[CH2:17][CH2:16][CH:15]([C:18]2[CH:23]=[CH:22][C:21]([F:24])=[CH:20][CH:19]=2)[CH2:14][CH2:13]1)=[O:11].[F:25][C:26]1[CH:27]=[C:28]([CH:30]=[CH:31][C:32]=1[F:33])[NH2:29], predict the reaction product. The product is: [Cl:9][C:6]1[N:5]=[CH:4][C:3]([C:10]([N:12]2[CH2:17][CH2:16][CH:15]([C:18]3[CH:23]=[CH:22][C:21]([F:24])=[CH:20][CH:19]=3)[CH2:14][CH2:13]2)=[O:11])=[C:2]([NH:29][C:28]2[CH:30]=[CH:31][C:32]([F:33])=[C:26]([F:25])[CH:27]=2)[C:7]=1[CH3:8]. (5) Given the reactants Cl.Cl.[NH2:3][CH2:4][CH2:5][N:6]1[C:14]2[C:13]([NH:15][C:16]3[CH:21]=[CH:20][C:19]([O:22][C:23]4[C:28]5[CH:29]=[N:30][O:31][C:27]=5[CH:26]=[CH:25][CH:24]=4)=[C:18]([Cl:32])[CH:17]=3)=[N:12][CH:11]=[N:10][C:9]=2[CH:8]=[CH:7]1.[OH:33][CH2:34][C:35]([CH3:40])([CH3:39])[C:36](O)=[O:37].ON1C2C=CC=CC=2N=N1.Cl.C(N=C=NCCCN(C)C)C, predict the reaction product. The product is: [ClH:32].[O:31]1[C:27]2[CH:26]=[CH:25][CH:24]=[C:23]([O:22][C:19]3[CH:20]=[CH:21][C:16]([NH:15][C:13]4[C:14]5[N:6]([CH2:5][CH2:4][NH:3][C:34](=[O:33])[C:35]([CH3:40])([CH3:39])[CH2:36][OH:37])[CH:7]=[CH:8][C:9]=5[N:10]=[CH:11][N:12]=4)=[CH:17][C:18]=3[Cl:32])[C:28]=2[CH:29]=[N:30]1. (6) Given the reactants Br[C:2]1[CH:3]=[C:4]2[C:9](=[CH:10][C:11]=1[F:12])[N:8]=[CH:7][CH:6]=[C:5]2[Cl:13].Br[C:15]1[C:16]([F:26])=[C:17]2[C:22](=[CH:23][CH:24]=1)[N:21]=[CH:20][CH:19]=[C:18]2[Cl:25].[CH3:27][C:28]([SH:31])([CH3:30])[CH3:29].[Na].C([O-])([O-])=O.[Na+].[Na+].CC1(C)C2C(=C(P(C3C=CC=CC=3)C3C=CC=CC=3)C=CC=2)OC2C(P(C3C=CC=CC=3)C3C=CC=CC=3)=CC=CC1=2, predict the reaction product. The product is: [C:28]([S:31][C:2]1[CH:3]=[C:4]2[C:9](=[CH:10][C:11]=1[F:12])[N:8]=[CH:7][CH:6]=[C:5]2[Cl:13])([CH3:30])([CH3:29])[CH3:27].[C:28]([S:31][C:15]1[C:16]([F:26])=[C:17]2[C:22](=[CH:23][CH:24]=1)[N:21]=[CH:20][CH:19]=[C:18]2[Cl:25])([CH3:30])([CH3:29])[CH3:27]. (7) Given the reactants [O:1]=[C:2]([CH2:6][C:7]1[CH:12]=[CH:11][C:10]([O:13][C:14]([CH3:17])([CH3:16])[CH3:15])=[CH:9][CH:8]=1)[C:3]([O-:5])=[O:4].[Na+].O=C[C@@H]([C@H]([C@@H]([C@@H](CO)O)O)O)O.C1C=[N+]([C@@H]2O[C@H](COP(OP(OC[C@H]3O[C@@H](N4C5N=CN=C(N)C=5N=C4)[C@H](O)[C@@H]3O)(O)=O)(O)=O)[C@@H](O)[C@H]2O)C=C(C(N)=O)C=1.P([O-])([O-])([O-])=O.Cl, predict the reaction product. The product is: [OH:1][CH:2]([CH2:6][C:7]1[CH:8]=[CH:9][C:10]([O:13][C:14]([CH3:17])([CH3:16])[CH3:15])=[CH:11][CH:12]=1)[C:3]([OH:5])=[O:4]. (8) Given the reactants [CH:1]([N:4]1[C:9](=[O:10])[CH:8]=[CH:7][C:6]([C:11]2[CH:16]=[CH:15][C:14](=[O:17])[NH:13][C:12]=2[C:18]2[CH:23]=[CH:22][CH:21]=[CH:20][CH:19]=2)=[N:5]1)([CH3:3])[CH3:2].Br[CH2:25][CH2:26][N:27]1[C:31](=[O:32])[C:30]2=[CH:33][CH:34]=[CH:35][CH:36]=[C:29]2[C:28]1=[O:37].C([O-])([O-])=O.[K+].[K+].O, predict the reaction product. The product is: [CH:1]([N:4]1[C:9](=[O:10])[CH:8]=[CH:7][C:6]([C:11]2[CH:16]=[CH:15][C:14]([O:17][CH2:25][CH2:26][N:27]3[C:28](=[O:37])[C:29]4[C:30](=[CH:33][CH:34]=[CH:35][CH:36]=4)[C:31]3=[O:32])=[N:13][C:12]=2[C:18]2[CH:19]=[CH:20][CH:21]=[CH:22][CH:23]=2)=[N:5]1)([CH3:3])[CH3:2]. (9) Given the reactants Br[C:2]1[CH:3]=[C:4]2[C:9](=[CH:10][CH:11]=1)[N:8]=[CH:7][NH:6][C:5]2=[O:12].[C:13]1(B(O)O)[C:22]2[C:17](=[CH:18][CH:19]=[CH:20][CH:21]=2)[CH:16]=[CH:15][CH:14]=1.C(=O)([O-])[O-].[K+].[K+].C1(P(C2C=CC=CC=2)C2C=CC=CC=2)C=CC=CC=1.C(=O)(O)[O-], predict the reaction product. The product is: [C:21]1([C:2]2[CH:3]=[C:4]3[C:9](=[CH:10][CH:11]=2)[N:8]=[CH:7][NH:6][C:5]3=[O:12])[C:22]2[C:17](=[CH:16][CH:15]=[CH:14][CH:13]=2)[CH:18]=[CH:19][CH:20]=1. (10) Given the reactants [CH3:1][C:2]1([CH3:9])[NH:6][C:5](=[O:7])[NH:4][C:3]1=[O:8].[H-].[Na+].[CH:12]1[C:21]2[C:16](=[CH:17][CH:18]=[CH:19][CH:20]=2)[CH:15]=[CH:14][C:13]=1[S:22](Cl)(=[O:24])=[O:23], predict the reaction product. The product is: [CH3:1][C:2]1([CH3:9])[NH:6][C:5](=[O:7])[N:4]([S:22]([C:13]2[CH:14]=[CH:15][C:16]3[C:21](=[CH:20][CH:19]=[CH:18][CH:17]=3)[CH:12]=2)(=[O:24])=[O:23])[C:3]1=[O:8].